Dataset: Forward reaction prediction with 1.9M reactions from USPTO patents (1976-2016). Task: Predict the product of the given reaction. (1) Given the reactants Cl[C:2]1[C:11]2[C:6](=[CH:7][CH:8]=[CH:9][CH:10]=2)[N:5]=[CH:4][C:3]=1[N+:12]([O-:14])=[O:13].C(N(CC)CC)C.[NH2:22][CH2:23][CH2:24][O:25][CH2:26][CH2:27][N:28]([CH3:36])[C:29](=[O:35])[O:30][C:31]([CH3:34])([CH3:33])[CH3:32], predict the reaction product. The product is: [CH3:36][N:28]([CH2:27][CH2:26][O:25][CH2:24][CH2:23][NH:22][C:2]1[C:11]2[C:6](=[CH:7][CH:8]=[CH:9][CH:10]=2)[N:5]=[CH:4][C:3]=1[N+:12]([O-:14])=[O:13])[C:29](=[O:35])[O:30][C:31]([CH3:34])([CH3:32])[CH3:33]. (2) The product is: [NH2:1][C:2]1[N:3]=[CH:4][C:5]([C:22]2[CH:27]=[CH:26][N:25]=[C:24]([C:28]3([C:34]([NH2:35])=[O:36])[CH2:29][CH2:30][O:31][CH2:32][CH2:33]3)[CH:23]=2)=[N:6][C:7]=1[C:8]1[O:12][N:11]=[C:10]([C:13]2[CH:18]=[CH:17][C:16]([CH2:19][NH:20][CH3:21])=[CH:15][CH:14]=2)[CH:9]=1. Given the reactants [NH2:1][C:2]1[N:3]=[CH:4][C:5]([C:22]2[CH:27]=[CH:26][N:25]=[C:24]([C:28]3([C:34]#[N:35])[CH2:33][CH2:32][O:31][CH2:30][CH2:29]3)[CH:23]=2)=[N:6][C:7]=1[C:8]1[O:12][N:11]=[C:10]([C:13]2[CH:18]=[CH:17][C:16]([CH2:19][NH:20][CH3:21])=[CH:15][CH:14]=2)[CH:9]=1.[OH-:36].[Na+], predict the reaction product. (3) Given the reactants CI.[NH2:3][C:4]1[N:9]=[CH:8][C:7]([C:10]2[C:11]3[CH2:24][CH2:23][N:22]([C@@:25]4([CH3:38])[CH2:29][CH2:28][N:27]([C:30](=S)[NH:31][C:32]([CH3:36])([CH3:35])[CH2:33][OH:34])[CH2:26]4)[C:12]=3[N:13]=[C:14]([N:16]3[CH2:21][CH2:20][O:19][CH2:18][CH2:17]3)[N:15]=2)=[CH:6][N:5]=1.C(N(C(C)C)CC)(C)C, predict the reaction product. The product is: [CH3:36][C:32]1([CH3:35])[CH2:33][O:34][C:30]([N:27]2[CH2:28][CH2:29][C@@:25]([N:22]3[C:12]4[N:13]=[C:14]([N:16]5[CH2:17][CH2:18][O:19][CH2:20][CH2:21]5)[N:15]=[C:10]([C:7]5[CH:8]=[N:9][C:4]([NH2:3])=[N:5][CH:6]=5)[C:11]=4[CH2:24][CH2:23]3)([CH3:38])[CH2:26]2)=[N:31]1. (4) Given the reactants [CH2:1]([CH:5]1[CH2:10][CH2:9][N:8]([CH2:11][CH2:12][CH2:13][C:14]([C:16]2[CH:21]=[CH:20][CH:19]=[CH:18][C:17]=2[O:22]CC2C=CC=CC=2)=[O:15])[CH2:7][CH2:6]1)[CH2:2][CH2:3][CH3:4].Cl.[OH-].[Na+].C(Cl)Cl.CO, predict the reaction product. The product is: [CH2:1]([CH:5]1[CH2:6][CH2:7][N:8]([CH2:11][CH2:12][CH2:13][C:14]([C:16]2[CH:21]=[CH:20][CH:19]=[CH:18][C:17]=2[OH:22])=[O:15])[CH2:9][CH2:10]1)[CH2:2][CH2:3][CH3:4]. (5) Given the reactants Cl[C:2]1[CH:3]=[CH:4][C:5]([N+:9]([O-:11])=[O:10])=[C:6]([CH:8]=1)[NH2:7].B(O)(O)[C:13]1[CH:18]=[CH:17][C:16]([CH2:19][N:20]2[CH2:25][CH2:24][O:23][CH2:22][CH2:21]2)=[CH:15][CH:14]=1.C([O-])([O-])=O.[Na+].[Na+], predict the reaction product. The product is: [N:20]1([CH2:19][C:16]2[CH:15]=[CH:14][C:13]([C:2]3[CH:3]=[CH:4][C:5]([N+:9]([O-:11])=[O:10])=[C:6]([NH2:7])[CH:8]=3)=[CH:18][CH:17]=2)[CH2:21][CH2:22][O:23][CH2:24][CH2:25]1. (6) Given the reactants [F:1][C:2]1([F:11])[CH2:6][CH2:5][N:4]([S:7]([NH2:10])(=[O:9])=[O:8])[CH2:3]1.[CH:12]([C:15]1[N:16]=[C:17]([C:20]2[CH:29]=[C:28]([O:30][CH2:31][CH2:32][C@@H:33]3[NH:47][C:46](=[O:48])[N:45]([CH3:49])[CH2:44][CH2:43][CH2:42][CH2:41][CH:40]=[CH:39][C@H:38]4[C@@:36]([C:50](O)=[O:51])([CH2:37]4)[NH:35][C:34]3=[O:53])[C:27]3[C:22](=[C:23]([Cl:56])[C:24]([O:54][CH3:55])=[CH:25][CH:26]=3)[N:21]=2)[S:18][CH:19]=1)([CH3:14])[CH3:13], predict the reaction product. The product is: [Cl:56][C:23]1[C:24]([O:54][CH3:55])=[CH:25][CH:26]=[C:27]2[C:22]=1[N:21]=[C:20]([C:17]1[S:18][CH:19]=[C:15]([CH:12]([CH3:14])[CH3:13])[N:16]=1)[CH:29]=[C:28]2[O:30][CH2:31][CH2:32][C@@H:33]1[NH:47][C:46](=[O:48])[N:45]([CH3:49])[CH2:44][CH2:43][CH2:42][CH2:41][CH:40]=[CH:39][C@H:38]2[C@@:36]([C:50]([NH:10][S:7]([N:4]3[CH2:5][CH2:6][C:2]([F:1])([F:11])[CH2:3]3)(=[O:9])=[O:8])=[O:51])([CH2:37]2)[NH:35][C:34]1=[O:53]. (7) The product is: [CH3:1][O:2][C:3](=[O:41])[CH2:4][CH2:5][C@H:6]([NH:26][C:27](=[O:40])[CH2:28][CH2:29][CH2:30][CH2:31][CH2:32][CH2:33][C:34]1[CH:35]=[CH:36][CH:37]=[CH:38][CH:39]=1)[CH2:7][C:8]1[C:16]2[C:11](=[CH:12][CH:13]=[CH:14][CH:15]=2)[N:10]([CH2:17][CH2:18][CH2:19][C:20]2[CH:21]=[CH:22][CH:23]=[CH:24][CH:25]=2)[CH:9]=1. Given the reactants [CH3:1][O:2][C:3](=[O:41])[CH:4]=[CH:5][CH:6]([NH:26][C:27](=[O:40])[CH2:28][CH2:29][CH2:30][CH2:31][CH2:32][CH2:33][C:34]1[CH:39]=[CH:38][CH:37]=[CH:36][CH:35]=1)[CH2:7][C:8]1[C:16]2[C:11](=[CH:12][CH:13]=[CH:14][CH:15]=2)[N:10]([CH2:17][CH:18]=[CH:19][C:20]2[CH:25]=[CH:24][CH:23]=[CH:22][CH:21]=2)[CH:9]=1, predict the reaction product.